This data is from Catalyst prediction with 721,799 reactions and 888 catalyst types from USPTO. The task is: Predict which catalyst facilitates the given reaction. (1) The catalyst class is: 1. Product: [CH3:8][C:2]([CH:9]1[CH2:13][CH2:12][O:11][CH2:10]1)([CH3:1])[C:3]([OH:5])=[O:4]. Reactant: [CH3:1][C:2]([CH:9]1[CH2:13][CH2:12][O:11][CH2:10]1)([CH3:8])[C:3]([O:5]CC)=[O:4].O.[Li+].[OH-]. (2) Reactant: [CH3:1][Si:2]([CH3:19])([CH3:18])[CH2:3][CH2:4][O:5][CH2:6][N:7]1[C:11]([CH2:12][C:13]([O:15]CC)=[O:14])=[N:10][N:9]=[N:8]1.[Li+].[OH-]. Product: [CH3:18][Si:2]([CH3:1])([CH3:19])[CH2:3][CH2:4][O:5][CH2:6][N:7]1[C:11]([CH2:12][C:13]([OH:15])=[O:14])=[N:10][N:9]=[N:8]1. The catalyst class is: 20.